From a dataset of Forward reaction prediction with 1.9M reactions from USPTO patents (1976-2016). Predict the product of the given reaction. (1) Given the reactants [CH3:1][C:2]([CH3:17])=[CH:3][C:4]([NH:6][C:7]1[CH:8]=[C:9]([CH:14]=[CH:15][CH:16]=1)[C:10]([O:12]C)=[O:11])=[O:5].O.[OH-].[Li+].C(OCC)(=O)C.CCCCCC.C(O)(=O)CC(CC(O)=O)(C(O)=O)O, predict the reaction product. The product is: [CH3:1][C:2]([CH3:17])=[CH:3][C:4]([NH:6][C:7]1[CH:8]=[C:9]([CH:14]=[CH:15][CH:16]=1)[C:10]([OH:12])=[O:11])=[O:5]. (2) Given the reactants [Br:1][C:2]1[CH:3]=[C:4]([NH2:9])[C:5]([Cl:8])=[N:6][CH:7]=1.[H-].[Na+].CC1C=CC(S(O[CH2:23][CH:24]2[CH2:29][CH2:28][O:27][CH2:26][CH2:25]2)(=O)=O)=CC=1, predict the reaction product. The product is: [Br:1][C:2]1[CH:3]=[C:4]([NH:9][CH2:23][CH:24]2[CH2:29][CH2:28][O:27][CH2:26][CH2:25]2)[C:5]([Cl:8])=[N:6][CH:7]=1. (3) Given the reactants [CH3:1][O:2][CH2:3][C:4]1[CH2:8][CH2:7][C:6](=[O:9])[C:5]=1[CH2:10][CH2:11][CH2:12][CH2:13][CH3:14], predict the reaction product. The product is: [CH3:1][O:2][CH2:3][CH:4]1[CH2:8][CH2:7][C:6](=[O:9])[CH:5]1[CH2:10][CH2:11][CH2:12][CH2:13][CH3:14]. (4) Given the reactants [Br:1][C:2]1[C:3]([CH:11]2[CH2:13][CH2:12]2)=C[C:5]([OH:10])=[C:6]([CH:9]=1)[C:7]#[N:8].[N:14]1C=CC=CC=1.[F:20][C:21]([F:34])([F:33])[S:22](O[S:22]([C:21]([F:34])([F:33])[F:20])(=[O:24])=[O:23])(=[O:24])=[O:23].CCOC(C)=O, predict the reaction product. The product is: [F:20][C:21]([F:34])([F:33])[S:22]([O:10][C:5]1[C:6]([C:7]#[N:8])=[CH:9][C:2]([Br:1])=[C:3]([CH:11]2[CH2:13][CH2:12]2)[N:14]=1)(=[O:24])=[O:23]. (5) Given the reactants [H-].[Na+].[I-].[CH3:4][S+](C)(C)=O.[O:9]1[CH2:14][CH2:13][C:12](=[CH:15][C:16]([O:18][CH2:19][CH3:20])=[O:17])[CH2:11][CH2:10]1, predict the reaction product. The product is: [CH:15]1([C:16]([O:18][CH2:19][CH3:20])=[O:17])[C:12]2([CH2:13][CH2:14][O:9][CH2:10][CH2:11]2)[CH2:4]1. (6) Given the reactants [C:1]([C:3]1[C:4]([C:17]([F:20])([F:19])[F:18])=[C:5]2[C:9](=[CH:10][CH:11]=1)[N:8]([CH2:12][C:13](=[NH:16])[NH:14][OH:15])[CH:7]=[CH:6]2)#[N:2].[Cl:21][C:22]1[CH:23]=[C:24]([CH:28]=[CH:29][C:30]=1[Cl:31])[C:25](O)=O, predict the reaction product. The product is: [Cl:21][C:22]1[CH:23]=[C:24]([C:25]2[O:15][N:14]=[C:13]([CH2:12][N:8]3[C:9]4[C:5](=[C:4]([C:17]([F:19])([F:20])[F:18])[C:3]([C:1]#[N:2])=[CH:11][CH:10]=4)[CH:6]=[CH:7]3)[N:16]=2)[CH:28]=[CH:29][C:30]=1[Cl:31]. (7) The product is: [CH3:46][C:47]1[CH:56]=[CH:55][C:50]([C:51]([O:53][CH3:54])=[O:52])=[CH:49][C:48]=1[C:57]1[CH:58]=[C:59]2[C:64](=[CH:65][CH:66]=1)[C:63]([C:67]1[CH:72]=[CH:71][C:70]([S:73]([C:76]([F:78])([F:77])[F:79])(=[O:75])=[O:74])=[CH:69][C:68]=1[CH3:80])=[N:62][N:61]=[CH:60]2.[CH3:46][C:47]1[CH:56]=[CH:55][C:50]([C:51]([OH:53])=[O:52])=[CH:49][C:48]=1[C:57]1[CH:58]=[C:59]2[C:64](=[CH:65][CH:66]=1)[C:63]([C:67]1[CH:72]=[CH:71][C:70]([S:73]([C:76]([F:78])([F:77])[F:79])(=[O:75])=[O:74])=[CH:69][C:68]=1[CH3:80])=[N:62][N:61]=[CH:60]2. Given the reactants CC1(C)C(C)(C)OB(C2C=CC(S(C(F)(F)F)(=O)=O)=CC=2C)O1.ClC1C2C(=CC(C3C=C(C=CC=3C)C(OC)=O)=CC=2)C=NN=1.[CH3:46][C:47]1[CH:56]=[CH:55][C:50]([C:51]([O:53][CH3:54])=[O:52])=[CH:49][C:48]=1[C:57]1[CH:58]=[C:59]2[C:64](=[CH:65][CH:66]=1)[C:63]([C:67]1[CH:72]=[CH:71][C:70]([S:73]([C:76]([F:79])([F:78])[F:77])(=[O:75])=[O:74])=[CH:69][C:68]=1[CH3:80])=[N:62][N:61]=[CH:60]2.[OH-].[Na+].Cl, predict the reaction product. (8) Given the reactants [C:1]([O:5][C@@H:6]([C:12]1[C:30]([CH3:31])=[CH:29][C:15]2[N:16]=[C:17]([C:19]3[CH:20]=[C:21]4[CH:27]=[C:26]([CH3:28])[NH:25][C:22]4=[N:23][CH:24]=3)[S:18][C:14]=2[C:13]=1[C:32]1[CH:37]=[CH:36][C:35]([Cl:38])=[CH:34][CH:33]=1)[C:7]([O:9][CH2:10][CH3:11])=[O:8])([CH3:4])([CH3:3])[CH3:2].[C:39](=O)([O-])[O-].[Cs+].[Cs+].IC, predict the reaction product. The product is: [C:1]([O:5][C@@H:6]([C:12]1[C:30]([CH3:31])=[CH:29][C:15]2[N:16]=[C:17]([C:19]3[CH:20]=[C:21]4[CH:27]=[C:26]([CH3:28])[N:25]([CH3:39])[C:22]4=[N:23][CH:24]=3)[S:18][C:14]=2[C:13]=1[C:32]1[CH:37]=[CH:36][C:35]([Cl:38])=[CH:34][CH:33]=1)[C:7]([O:9][CH2:10][CH3:11])=[O:8])([CH3:2])([CH3:3])[CH3:4]. (9) Given the reactants Cl[CH2:2][CH2:3][CH2:4][CH2:5][C:6]1[CH:11]=[CH:10][CH:9]=[CH:8][CH:7]=1.[OH:12][C:13]1[CH:18]=[CH:17][C:16]([CH2:19][C:20]#[N:21])=[CH:15][CH:14]=1.C([O-])([O-])=O.[K+].[K+].[I-].[Na+], predict the reaction product. The product is: [C:6]1([CH2:5][CH2:4][CH2:3][CH2:2][O:12][C:13]2[CH:18]=[CH:17][C:16]([CH2:19][C:20]#[N:21])=[CH:15][CH:14]=2)[CH:11]=[CH:10][CH:9]=[CH:8][CH:7]=1.